Dataset: Full USPTO retrosynthesis dataset with 1.9M reactions from patents (1976-2016). Task: Predict the reactants needed to synthesize the given product. (1) Given the product [Cl:19][CH2:18][CH2:17][CH2:16][CH2:15][O:1][C:2]1[CH:11]=[C:10]2[C:5]([CH2:6][CH2:7][N:8]([CH3:13])[C:9]2=[O:12])=[CH:4][CH:3]=1, predict the reactants needed to synthesize it. The reactants are: [OH:1][C:2]1[CH:11]=[C:10]2[C:5]([CH2:6][CH2:7][N:8]([CH3:13])[C:9]2=[O:12])=[CH:4][CH:3]=1.Br[CH2:15][CH2:16][CH2:17][CH2:18][Cl:19]. (2) Given the product [Br:23][C:13]1[CH:14]=[C:9]([C:6]2[CH:7]=[N:8][C:3]([O:2][CH3:1])=[CH:4][CH:5]=2)[CH:10]=[CH:11][C:12]=1[NH2:15], predict the reactants needed to synthesize it. The reactants are: [CH3:1][O:2][C:3]1[N:8]=[CH:7][C:6]([C:9]2[CH:14]=[CH:13][C:12]([NH2:15])=[CH:11][CH:10]=2)=[CH:5][CH:4]=1.C1C(=O)N([Br:23])C(=O)C1. (3) Given the product [C:1]([Si:5]([CH3:28])([CH3:27])[O:6][C@H:7]1[CH2:15][CH2:14][CH2:13][C@@:12]2([CH3:16])[C@H:8]1[CH2:9][CH2:10][C@@H:11]2[C@H:17]([CH2:25][C:29]#[CH:30])[CH2:18][CH2:19][CH2:20][C:21]([CH3:24])([OH:23])[CH3:22])([CH3:4])([CH3:3])[CH3:2], predict the reactants needed to synthesize it. The reactants are: [C:1]([Si:5]([CH3:28])([CH3:27])[O:6][C@H:7]1[CH2:15][CH2:14][CH2:13][C@@:12]2([CH3:16])[C@H:8]1[CH2:9][CH2:10][C@@H:11]2[C@H:17]([CH2:25]I)[CH2:18][CH2:19][CH2:20][C:21]([CH3:24])([OH:23])[CH3:22])([CH3:4])([CH3:3])[CH3:2].[C:29](OCC)(=O)[CH3:30].CCCCCC. (4) Given the product [CH:29]1([C:32]2[CH:33]=[CH:34][C:35]3[N:36]([C:38]([C:41]4[CH:50]=[CH:49][C:48]5[C:43](=[C:44]([O:9][C@H:8]6[C@H:2]([F:1])[CH2:3][CH2:4][N:5]([C:22]([O:24][C:25]([CH3:26])([CH3:27])[CH3:28])=[O:23])[CH2:6][CH2:7]6)[CH:45]=[CH:46][CH:47]=5)[N:42]=4)=[N:39][N:40]=3)[CH:37]=2)[CH2:31][CH2:30]1, predict the reactants needed to synthesize it. The reactants are: [F:1][C@H:2]1[C@@H:8]([O:9]S(C2C=CC([N+]([O-])=O)=CC=2)(=O)=O)[CH2:7][CH2:6][N:5]([C:22]([O:24][C:25]([CH3:28])([CH3:27])[CH3:26])=[O:23])[CH2:4][CH2:3]1.[CH:29]1([C:32]2[CH:33]=[CH:34][C:35]3[N:36]([C:38]([C:41]4[CH:50]=[CH:49][C:48]5[C:43](=[C:44](O)[CH:45]=[CH:46][CH:47]=5)[N:42]=4)=[N:39][N:40]=3)[CH:37]=2)[CH2:31][CH2:30]1. (5) Given the product [CH3:17][C:8]1[CH:9]=[CH:10][C:11]([C:13]([F:14])([F:15])[F:16])=[CH:12][C:7]=1[N:5]1[CH:6]=[C:2]([C:22]2[C:23]3[CH2:30][CH2:29][NH:28][C:24]=3[N:25]=[CH:26][N:27]=2)[CH:3]=[C:4]1[C:19]#[N:20], predict the reactants needed to synthesize it. The reactants are: Br[C:2]1[CH:3]=[C:4]([C:19]#[N:20])[N:5]([C:7]2[CH:12]=[C:11]([C:13]([F:16])([F:15])[F:14])[CH:10]=[CH:9][C:8]=2[CH2:17]C)[CH:6]=1.Cl[C:22]1[C:23]2[CH:30]=[CH:29][N:28](COCC[Si](C)(C)C)[C:24]=2[N:25]=[CH:26][N:27]=1. (6) Given the product [CH2:6]([O:8][C:9](=[O:36])[CH2:10][N:11]([CH2:37][C:38]1[CH:43]=[CH:42][CH:41]=[CH:40][CH:39]=1)[C:12]1[C:21](=[O:22])[C:20]2[C:15](=[CH:16][C:17]([NH:24][CH:25]3[CH2:30][CH2:29][CH2:28][CH2:27][CH2:26]3)=[C:18]([F:23])[CH:19]=2)[N:14]([CH:31]([CH2:34][CH3:35])[CH2:32][CH3:33])[CH:13]=1)[CH3:7], predict the reactants needed to synthesize it. The reactants are: CN(C=O)C.[CH2:6]([O:8][C:9](=[O:36])[CH2:10][NH:11][C:12]1[C:21](=[O:22])[C:20]2[C:15](=[CH:16][C:17]([NH:24][CH:25]3[CH2:30][CH2:29][CH2:28][CH2:27][CH2:26]3)=[C:18]([F:23])[CH:19]=2)[N:14]([CH:31]([CH2:34][CH3:35])[CH2:32][CH3:33])[CH:13]=1)[CH3:7].[CH2:37](Br)[C:38]1[CH:43]=[CH:42][CH:41]=[CH:40][CH:39]=1.C(=O)([O-])[O-].[K+].[K+]. (7) Given the product [C:26]([O:30][C:31](=[O:47])[NH:32][C@@H:33]1[C@@H:38]([C:39]2[CH:44]=[C:43]([F:45])[CH:42]=[CH:41][C:40]=2[F:46])[CH2:37][CH2:36][N:35]([C:2]2[N:7]=[CH:6][C:5]([O:8][CH2:9][CH2:10][CH2:11][CH:12]3[CH2:17][CH2:16][N:15]([C:18]4[O:22][N:21]=[C:20]([CH:23]([CH3:25])[CH3:24])[N:19]=4)[CH2:14][CH2:13]3)=[CH:4][N:3]=2)[CH2:34]1)([CH3:29])([CH3:27])[CH3:28], predict the reactants needed to synthesize it. The reactants are: Cl[C:2]1[N:7]=[CH:6][C:5]([O:8][CH2:9][CH2:10][CH2:11][CH:12]2[CH2:17][CH2:16][N:15]([C:18]3[O:22][N:21]=[C:20]([CH:23]([CH3:25])[CH3:24])[N:19]=3)[CH2:14][CH2:13]2)=[CH:4][N:3]=1.[C:26]([O:30][C:31](=[O:47])[NH:32][C@@H:33]1[C@@H:38]([C:39]2[CH:44]=[C:43]([F:45])[CH:42]=[CH:41][C:40]=2[F:46])[CH2:37][CH2:36][NH:35][CH2:34]1)([CH3:29])([CH3:28])[CH3:27].C1CCN2C(=NCCC2)CC1. (8) Given the product [Cl:13][C:14]1[CH:15]=[CH:16][C:17]([C:18]([NH:32][CH2:31][CH:30]([NH:29][C:27]([O:26][CH:23]([CH3:25])[CH3:24])=[O:28])[CH2:33][C:34]2[CH:39]=[CH:38][CH:37]=[CH:36][CH:35]=2)=[O:20])=[CH:21][CH:22]=1, predict the reactants needed to synthesize it. The reactants are: C(N1C=CN=C1)(N1C=CN=C1)=O.[Cl:13][C:14]1[CH:22]=[CH:21][C:17]([C:18]([OH:20])=O)=[CH:16][CH:15]=1.[CH:23]([O:26][C:27]([NH:29][CH:30]([CH2:33][C:34]1[CH:39]=[CH:38][CH:37]=[CH:36][CH:35]=1)[CH2:31][NH2:32])=[O:28])([CH3:25])[CH3:24]. (9) Given the product [NH2:8][CH2:9][CH2:10][N:11]([CH2:12][C:13]([OH:15])=[O:14])[CH2:16][C:17]([OH:19])=[O:18], predict the reactants needed to synthesize it. The reactants are: C(OC([NH:8][CH2:9][CH2:10][N:11]([CH2:16][C:17]([OH:19])=[O:18])[CH2:12][C:13]([OH:15])=[O:14])=O)(C)(C)C.C(O)(C(F)(F)F)=O.C1(C)C=CC=CC=1.C(OCC)(=O)C. (10) Given the product [ClH:46].[NH2:35][C:32]([CH3:33])([CH3:34])[CH:31]=[C:30]([C:43]#[N:44])[C:29]([NH:28][C@H:26]([CH3:27])[CH2:25][N:8]1[C:4]2=[N:5][CH:6]=[N:7][C:2]([NH2:1])=[C:3]2[C:10]([C:11]2[CH:16]=[CH:15][C:14]([O:17][C:18]3[CH:23]=[CH:22][CH:21]=[CH:20][CH:19]=3)=[CH:13][C:12]=2[F:24])=[N:9]1)=[O:45], predict the reactants needed to synthesize it. The reactants are: [NH2:1][C:2]1[N:7]=[CH:6][N:5]=[C:4]2[N:8]([CH2:25][C@H:26]([NH:28][C:29](=[O:45])[C:30]([C:43]#[N:44])=[CH:31][C:32]([NH:35]C(=O)OC(C)(C)C)([CH3:34])[CH3:33])[CH3:27])[N:9]=[C:10]([C:11]3[CH:16]=[CH:15][C:14]([O:17][C:18]4[CH:23]=[CH:22][CH:21]=[CH:20][CH:19]=4)=[CH:13][C:12]=3[F:24])[C:3]=12.[ClH:46].C(OCC)C.